This data is from Forward reaction prediction with 1.9M reactions from USPTO patents (1976-2016). The task is: Predict the product of the given reaction. (1) Given the reactants Br[C:2]1[CH:24]=[C:23]([F:25])[CH:22]=[CH:21][C:3]=1[O:4][CH2:5][C:6]([N:8]([CH:18]([CH3:20])[CH3:19])[NH:9][C:10](=[O:17])[C:11]1[CH:16]=[CH:15][CH:14]=[CH:13][CH:12]=1)=[O:7].C([O-])([O-])=O.[Na+].[Na+].[F:32][C:33]1[CH:38]=[C:37]([F:39])[CH:36]=[CH:35][C:34]=1B(O)O, predict the reaction product. The product is: [F:25][C:23]1[CH:22]=[CH:21][C:3]([O:4][CH2:5][C:6]([N:8]([CH:18]([CH3:20])[CH3:19])[NH:9][C:10](=[O:17])[C:11]2[CH:16]=[CH:15][CH:14]=[CH:13][CH:12]=2)=[O:7])=[C:2]([C:36]2[CH:35]=[CH:34][C:33]([F:32])=[CH:38][C:37]=2[F:39])[CH:24]=1. (2) Given the reactants C([O:4][CH:5]1[C:9]2[N:10]=[CH:11][N:12]=[C:13]([N:14]3[CH2:19][CH2:18][N:17]([C:20]([O:22][C:23]([CH3:26])([CH3:25])[CH3:24])=[O:21])[CH2:16][CH2:15]3)[C:8]=2[CH2:7][CH2:6]1)(=O)C.[Li+].[OH-], predict the reaction product. The product is: [OH:4][CH:5]1[C:9]2[N:10]=[CH:11][N:12]=[C:13]([N:14]3[CH2:19][CH2:18][N:17]([C:20]([O:22][C:23]([CH3:26])([CH3:25])[CH3:24])=[O:21])[CH2:16][CH2:15]3)[C:8]=2[CH2:7][CH2:6]1. (3) Given the reactants [C:1]1([CH2:7][O:8][C:9]2[CH:23]=[CH:22][C:21]([O:24][CH2:25][C@@H:26]3[CH2:30][CH2:29][CH2:28][NH:27]3)=[CH:20][C:10]=2[C:11]([NH:13][C:14]2[CH:15]=[N:16][CH:17]=[CH:18][CH:19]=2)=[O:12])[CH:6]=[CH:5][CH:4]=[CH:3][CH:2]=1.C=O.[C:33](=O)=O.C([O-])(O)=O.[Na+], predict the reaction product. The product is: [CH3:33][N:27]1[CH2:28][CH2:29][CH2:30][C@H:26]1[CH2:25][O:24][C:21]1[CH:22]=[CH:23][C:9]([O:8][CH2:7][C:1]2[CH:2]=[CH:3][CH:4]=[CH:5][CH:6]=2)=[C:10]([CH:20]=1)[C:11]([NH:13][C:14]1[CH:15]=[N:16][CH:17]=[CH:18][CH:19]=1)=[O:12]. (4) Given the reactants Cl[C:2]1[C:3]2[NH:10][C:9]([C:11]3[O:12][CH:13]=[CH:14][CH:15]=3)=[CH:8][C:4]=2[N:5]=[CH:6][N:7]=1.[Cl:16][C:17]1[CH:18]=[C:19]([CH:21]=[CH:22][C:23]=1[O:24][CH2:25][C:26]1[CH:31]=[CH:30][CH:29]=[C:28]([F:32])[CH:27]=1)[NH2:20].CN1CCCC1=O.C(=O)([O-])O.[Na+], predict the reaction product. The product is: [Cl:16][C:17]1[CH:18]=[C:19]([NH:20][C:2]2[C:3]3[NH:10][C:9]([C:11]4[O:12][CH:13]=[CH:14][CH:15]=4)=[CH:8][C:4]=3[N:5]=[CH:6][N:7]=2)[CH:21]=[CH:22][C:23]=1[O:24][CH2:25][C:26]1[CH:31]=[CH:30][CH:29]=[C:28]([F:32])[CH:27]=1. (5) Given the reactants [F:1][C:2]1[CH:7]=[CH:6][C:5](B(O)O)=[CH:4][CH:3]=1.Br[C:12]1[S:20][C:19]2[C:18]([NH:21][C:22]3[CH:23]=[C:24]4[C:28](=[CH:29][CH:30]=3)[NH:27][CH:26]=[CH:25]4)=[N:17][CH:16]=[N:15][C:14]=2[CH:13]=1, predict the reaction product. The product is: [F:1][C:2]1[CH:7]=[CH:6][C:5]([C:12]2[S:20][C:19]3[C:18]([NH:21][C:22]4[CH:23]=[C:24]5[C:28](=[CH:29][CH:30]=4)[NH:27][CH:26]=[CH:25]5)=[N:17][CH:16]=[N:15][C:14]=3[CH:13]=2)=[CH:4][CH:3]=1. (6) The product is: [F:1][C:2]1[CH:10]=[C:9]([OH:11])[CH:8]=[CH:7][C:3]=1[C:4]([O:6][CH2:17][CH3:18])=[O:5]. Given the reactants [F:1][C:2]1[CH:10]=[C:9]([OH:11])[CH:8]=[CH:7][C:3]=1[C:4]([OH:6])=[O:5].S(=O)(=O)(O)O.[CH2:17](O)[CH3:18], predict the reaction product. (7) Given the reactants [CH2:1]([NH2:8])[CH2:2][CH2:3][CH2:4][CH2:5][CH:6]=[CH2:7].[CH3:9][O:10][C:11]1[CH:12]=[CH:13][C:14]([CH:17]=O)=[CH:15][CH:16]=1.[BH4-].[Na+], predict the reaction product. The product is: [CH2:1]([NH:8][CH2:17][C:14]1[CH:13]=[CH:12][C:11]([O:10][CH3:9])=[CH:16][CH:15]=1)[CH2:2][CH2:3][CH2:4][CH2:5][CH:6]=[CH2:7]. (8) Given the reactants [NH2:1][C:2]1[CH:3]=[C:4]([C:10]2[O:11][C:12]3[CH:18]=[CH:17][C:16]([C:19]4[CH:24]=[C:23]([F:25])[CH:22]=[C:21]([F:26])[CH:20]=4)=[CH:15][C:13]=3[N:14]=2)[C:5]([O:8][CH3:9])=[CH:6][CH:7]=1.[CH:27]1[C:32]([C:33]([OH:35])=[O:34])=[CH:31][C:30]2[C:36]([O:38][C:39](=O)[C:29]=2[CH:28]=1)=[O:37], predict the reaction product. The product is: [CH3:9][O:8][C:5]1[C:4]([C:10]2[O:11][C:12]3[CH:18]=[CH:17][C:16]([C:19]4[CH:20]=[C:21]([F:26])[CH:22]=[C:23]([F:25])[CH:24]=4)=[CH:15][C:13]=3[N:14]=2)=[CH:3][C:2]([N:1]2[C:36](=[O:37])[C:30]3[C:29](=[CH:28][CH:27]=[C:32]([C:33]([OH:35])=[O:34])[CH:31]=3)[C:39]2=[O:38])=[CH:7][CH:6]=1. (9) Given the reactants [C:1]([CH2:3][CH2:4][N:5]1[CH:9]=[CH:8][N:7]=[C:6]1[S:10][C:11]1[CH:16]=[CH:15][C:14]([N+:17]([O-:19])=[O:18])=[CH:13][CH:12]=1)#[N:2].[N+:20]([O-:23])([O-:22])=[O:21].FC(F)(F)C(O)=O.[OH-].[Na+], predict the reaction product. The product is: [C:1]([CH2:3][CH2:4][N:5]1[C:9]([N+:20]([O-:22])=[O:21])=[CH:8][N:7]=[C:6]1[S:10][C:11]1[CH:16]=[CH:15][C:14]([N+:17]([O-:19])=[O:18])=[CH:13][CH:12]=1)#[N:2].[C:1]([CH2:3][CH2:4][N:5]1[CH:9]=[C:8]([N+:20]([O-:23])=[O:22])[N:7]=[C:6]1[S:10][C:11]1[CH:16]=[CH:15][C:14]([N+:17]([O-:19])=[O:18])=[CH:13][CH:12]=1)#[N:2]. (10) Given the reactants [Cl:1][C:2]1[C:3]([C:8]2[CH:19]=[CH:18][C:11]3[C:12](O)=[N:13][S:14](=[O:16])(=[O:15])[C:10]=3[CH:9]=2)=[N:4][CH:5]=[CH:6][CH:7]=1.[F:20][C:21]([S:24]([C:27]1[CH:32]=[CH:31][C:30]([NH2:33])=[CH:29][CH:28]=1)(=[O:26])=[O:25])([F:23])[F:22], predict the reaction product. The product is: [Cl:1][C:2]1[C:3]([C:8]2[CH:19]=[CH:18][C:11]3[C:12]([NH:33][C:30]4[CH:31]=[CH:32][C:27]([S:24]([C:21]([F:23])([F:20])[F:22])(=[O:26])=[O:25])=[CH:28][CH:29]=4)=[N:13][S:14](=[O:16])(=[O:15])[C:10]=3[CH:9]=2)=[N:4][CH:5]=[CH:6][CH:7]=1.